From a dataset of Forward reaction prediction with 1.9M reactions from USPTO patents (1976-2016). Predict the product of the given reaction. (1) Given the reactants C([O:8][C:9]1[CH:14]=[CH:13][C:12]([CH:15]([OH:28])[CH2:16][NH:17][C:18]([CH3:27])([CH3:26])[CH2:19][CH2:20][N:21]2[CH:25]=[N:24][CH:23]=[N:22]2)=[CH:11][C:10]=1[CH2:29][OH:30])C1C=CC=CC=1, predict the reaction product. The product is: [CH3:27][C:18]([NH:17][CH2:16][CH:15]([C:12]1[CH:13]=[CH:14][C:9]([OH:8])=[C:10]([CH2:29][OH:30])[CH:11]=1)[OH:28])([CH3:26])[CH2:19][CH2:20][N:21]1[CH:25]=[N:24][CH:23]=[N:22]1. (2) Given the reactants [CH3:1][O:2][C:3]1[CH:16]=[CH:15][CH:14]=[CH:13][C:4]=1[CH:5]=[C:6]1[C:10](=O)[O:9][C:8]([CH3:12])=[N:7]1.[CH3:17][NH2:18].C(=O)([O-])[O-].[K+].[K+], predict the reaction product. The product is: [CH3:12][C:8]1[N:18]([CH3:17])[C:10](=[O:9])[C:6](=[CH:5][C:4]2[CH:13]=[CH:14][CH:15]=[CH:16][C:3]=2[O:2][CH3:1])[N:7]=1. (3) Given the reactants [NH2:1][C:2]1[C:7]([C:8]([C:10]2[CH:15]=[CH:14][C:13]([F:16])=[CH:12][CH:11]=2)=[O:9])=[CH:6][N:5]=[C:4](S(CC)=O)[N:3]=1.[NH2:21][CH:22]1[CH2:27][CH2:26][N:25]([C:28](=[O:30])[CH3:29])[CH2:24][CH2:23]1, predict the reaction product. The product is: [NH2:1][C:2]1[C:7]([C:8](=[O:9])[C:10]2[CH:11]=[CH:12][C:13]([F:16])=[CH:14][CH:15]=2)=[CH:6][N:5]=[C:4]([NH:21][CH:22]2[CH2:27][CH2:26][N:25]([C:28](=[O:30])[CH3:29])[CH2:24][CH2:23]2)[N:3]=1. (4) Given the reactants [C:1]([O:5][C:6]([NH:8][C@H:9]([C:14]([OH:16])=[O:15])[CH2:10][CH:11]([CH3:13])[CH3:12])=[O:7])([CH3:4])([CH3:3])[CH3:2].ON1[C:22](=[O:23])[CH2:21][CH2:20][C:19]1=[O:24].[CH:25]1(N=C=NC2CCCCC2)CCCCC1, predict the reaction product. The product is: [O:23]=[C:22]1[CH2:21][CH2:20][C:19](=[O:24])[CH:25]1[O:15][C:14](=[O:16])[CH:9]([NH:8][C:6]([O:5][C:1]([CH3:3])([CH3:2])[CH3:4])=[O:7])[CH2:10][CH:11]([CH3:12])[CH3:13]. (5) Given the reactants C([N:5]1[C:9]2=[N:10][C:11]([S:21][C:22]3[CH:27]=[CH:26][C:25]([F:28])=[CH:24][CH:23]=3)=[N:12][C:13]([NH:14][C:15]3[CH:19]=[C:18]([CH3:20])[NH:17][N:16]=3)=[C:8]2[CH:7]=[N:6]1)(C)(C)C.C(O)=[O:30].Cl.OOS([O-])=O.[K+].[OH2:39], predict the reaction product. The product is: [F:28][C:25]1[CH:26]=[CH:27][C:22]([S:21]([C:11]2[N:10]=[C:9]3[NH:5][N:6]=[CH:7][C:8]3=[C:13]([NH:14][C:15]3[CH:19]=[C:18]([CH3:20])[NH:17][N:16]=3)[N:12]=2)(=[O:30])=[O:39])=[CH:23][CH:24]=1. (6) The product is: [CH:18]1([N:5]([CH2:4][C:3]2[CH:21]=[CH:22][CH:23]=[CH:24][C:2]=2[C:34]2[S:35][CH:36]=[C:32]([CH3:31])[CH:33]=2)[C:6]([C:8]2[C:9]([CH:15]([F:17])[F:16])=[N:10][N:11]([CH3:14])[C:12]=2[F:13])=[O:7])[CH2:20][CH2:19]1. Given the reactants Br[C:2]1[CH:24]=[CH:23][CH:22]=[CH:21][C:3]=1[CH2:4][N:5]([CH:18]1[CH2:20][CH2:19]1)[C:6]([C:8]1[C:9]([CH:15]([F:17])[F:16])=[N:10][N:11]([CH3:14])[C:12]=1[F:13])=[O:7].C(=O)([O-])[O-].[K+].[K+].[CH3:31][C:32]1[CH:33]=[C:34](B(O)O)[S:35][CH:36]=1, predict the reaction product.